This data is from HIV replication inhibition screening data with 41,000+ compounds from the AIDS Antiviral Screen. The task is: Binary Classification. Given a drug SMILES string, predict its activity (active/inactive) in a high-throughput screening assay against a specified biological target. (1) The molecule is CCOC(=O)C1=NN(c2ccccc2)C2=CC(C)=NN(C)C(=S)N21. The result is 0 (inactive). (2) The compound is CCOC(=O)c1nc2cc(F)c(N3CCOCC3)cc2nc1O. The result is 0 (inactive). (3) The compound is COc1cccc(CCNC(=O)Cc2ccccc2CCO)c1. The result is 0 (inactive). (4) The drug is CCOC(=O)C(=O)CC1=NC2CCCCC2N(C)C1=O. The result is 0 (inactive). (5) The compound is CC1(C)CC(=O)C2=C(C1)NC(SSC1=C(C#N)C(c3ccc(F)cc3)C3=C(CC(C)(C)CC3=O)N1)=C(C#N)C2c1ccc(F)cc1. The result is 1 (active).